The task is: Predict the product of the given reaction.. This data is from Forward reaction prediction with 1.9M reactions from USPTO patents (1976-2016). (1) Given the reactants I[C:2]([C@@H:4]([C@H:6]([C@H:8]([C@@H:10]([CH2:12][OH:13])[OH:11])[OH:9])[OH:7])[OH:5])=O.[C-:14]#[N:15].[Na+], predict the reaction product. The product is: [CH2-:2][C:4]([CH3:6])=[O:5].[CH2-:2][C:4]([CH3:6])=[O:5].[C:14]([CH2:2][C@H:4]([OH:5])[C@@H:6]([OH:7])[C@@H:8]([OH:9])[C@H:10]([OH:11])[CH:12]=[O:13])#[N:15]. (2) Given the reactants Cl.[CH2:2]([CH:9]([CH2:14][N:15]1[CH2:20][CH2:19][C:18]([C:22]2[CH:27]=[CH:26][C:25]([Cl:28])=[CH:24][CH:23]=2)([F:21])[CH2:17][CH2:16]1)[C:10]([O:12]C)=[O:11])[C:3]1[CH:8]=[CH:7][CH:6]=[CH:5][CH:4]=1.[OH-].[Na+], predict the reaction product. The product is: [ClH:28].[CH2:2]([CH:9]([CH2:14][N:15]1[CH2:16][CH2:17][C:18]([C:22]2[CH:23]=[CH:24][C:25]([Cl:28])=[CH:26][CH:27]=2)([F:21])[CH2:19][CH2:20]1)[C:10]([OH:12])=[O:11])[C:3]1[CH:4]=[CH:5][CH:6]=[CH:7][CH:8]=1. (3) Given the reactants [C:1]1([NH:7][C:8](=[O:37])[NH:9][C:10]2[CH:15]=[CH:14][C:13]([S:16]([N:19]3[C:28]4[C:23](=[CH:24][CH:25]=[CH:26][CH:27]=4)[CH2:22][CH:21]([NH:29]C(=O)OC(C)(C)C)[CH2:20]3)(=[O:18])=[O:17])=[CH:12][CH:11]=2)[CH:6]=[CH:5][CH:4]=[CH:3][CH:2]=1.[ClH:38].O, predict the reaction product. The product is: [NH2:29][CH:21]1[CH2:22][C:23]2[C:28](=[CH:27][CH:26]=[CH:25][CH:24]=2)[N:19]([S:16]([C:13]2[CH:14]=[CH:15][C:10]([NH:9][C:8]([NH:7][C:1]3[CH:6]=[CH:5][CH:4]=[CH:3][CH:2]=3)=[O:37])=[CH:11][CH:12]=2)(=[O:17])=[O:18])[CH2:20]1.[ClH:38]. (4) Given the reactants [OH:1][N:2]=[C:3]([C:5]1[CH:10]=[CH:9][N:8]=[N:7][CH:6]=1)[NH2:4].Cl.[C:12](Cl)(=O)[C:13]1[CH:18]=[CH:17][CH:16]=[N:15][CH:14]=1.N, predict the reaction product. The product is: [N:8]1[CH:9]=[CH:10][C:5]([C:3]2[N:4]=[C:12]([C:13]3[CH:14]=[N:15][CH:16]=[CH:17][CH:18]=3)[O:1][N:2]=2)=[CH:6][N:7]=1. (5) Given the reactants [NH2:1][C@H:2]1[CH2:6][CH2:5][N:4]([C:7]2[CH:8]=[C:9]3[C:14](=[CH:15][C:16]=2[CH3:17])[CH2:13][N:12]([C:18]([O:20][C:21]([CH3:24])([CH3:23])[CH3:22])=[O:19])[CH2:11][CH2:10]3)[C:3]1=[O:25].[Cl:26][C:27]1[S:31][C:30](/[CH:32]=[CH:33]/[S:34](Cl)(=[O:36])=[O:35])=[CH:29][CH:28]=1, predict the reaction product. The product is: [Cl:26][C:27]1[S:31][C:30](/[CH:32]=[CH:33]/[S:34]([NH:1][C@H:2]2[CH2:6][CH2:5][N:4]([C:7]3[CH:8]=[C:9]4[C:14](=[CH:15][C:16]=3[CH3:17])[CH2:13][N:12]([C:18]([O:20][C:21]([CH3:22])([CH3:24])[CH3:23])=[O:19])[CH2:11][CH2:10]4)[C:3]2=[O:25])(=[O:36])=[O:35])=[CH:29][CH:28]=1. (6) Given the reactants [Cl:1][C:2]1[N:3]=[CH:4][CH:5]=[C:6]2[C:10]([CH2:11][CH2:12][OH:13])=[CH:9][N:8]([C:14]([O:16][C:17]([CH3:20])([CH3:19])[CH3:18])=[O:15])[C:7]=12.[F:21][C:22]([F:32])([F:31])[O:23][C:24]1[CH:29]=[CH:28][C:27](O)=[CH:26][CH:25]=1.C1(P(C2C=CC=CC=2)C2C=CC=CC=2)C=CC=CC=1.CC(OC(/N=N/C(OC(C)C)=O)=O)C, predict the reaction product. The product is: [Cl:1][C:2]1[N:3]=[CH:4][CH:5]=[C:6]2[C:10]([CH2:11][CH2:12][O:13][C:27]3[CH:26]=[CH:25][C:24]([O:23][C:22]([F:21])([F:31])[F:32])=[CH:29][CH:28]=3)=[CH:9][N:8]([C:14]([O:16][C:17]([CH3:20])([CH3:19])[CH3:18])=[O:15])[C:7]=12.